From a dataset of Full USPTO retrosynthesis dataset with 1.9M reactions from patents (1976-2016). Predict the reactants needed to synthesize the given product. (1) Given the product [C:26]1([C:4]2[CH:3]=[C:2]([C:32]3[CH:37]=[CH:36][CH:35]=[CH:34][CH:33]=3)[CH:7]=[CH:6][C:5]=2[NH:8][C:9]([C:11]2[N:12]([CH2:18][O:19][CH2:20][CH2:21][Si:22]([CH3:24])([CH3:25])[CH3:23])[CH:13]=[C:14]([C:16]#[N:17])[N:15]=2)=[O:10])[CH2:31][CH2:30][CH2:29][CH2:28][CH:27]=1, predict the reactants needed to synthesize it. The reactants are: Br[C:2]1[CH:7]=[CH:6][C:5]([NH:8][C:9]([C:11]2[N:12]([CH2:18][O:19][CH2:20][CH2:21][Si:22]([CH3:25])([CH3:24])[CH3:23])[CH:13]=[C:14]([C:16]#[N:17])[N:15]=2)=[O:10])=[C:4]([C:26]2[CH2:31][CH2:30][CH2:29][CH2:28][CH:27]=2)[CH:3]=1.[C:32]1(B(O)O)[CH:37]=[CH:36][CH:35]=[CH:34][CH:33]=1. (2) Given the product [Cl:6][C:7]1[CH:12]=[CH:11][CH:10]=[C:9](/[C:13](/[OH:3])=[CH:14]/[C:15]([O:17][CH2:18][CH3:19])=[O:16])[C:8]=1[C:20]1([C:26]([O:28][CH2:29][CH3:30])=[O:27])[CH2:25][CH2:24][O:23][CH2:22][CH2:21]1, predict the reactants needed to synthesize it. The reactants are: C([O-])(=[O:3])C.[Li+].[Cl:6][C:7]1[CH:12]=[CH:11][CH:10]=[C:9]([C:13]#[C:14][C:15]([O:17][CH2:18][CH3:19])=[O:16])[C:8]=1[C:20]1([C:26]([O:28][CH2:29][CH3:30])=[O:27])[CH2:25][CH2:24][O:23][CH2:22][CH2:21]1. (3) Given the product [Br:52][C:53]1[CH:58]=[CH:57][C:56]([S:59]([NH:8][C@H:9]([C:32]([OH:34])=[O:33])[CH2:10][CH2:11][CH2:12][CH2:13][NH:14][C:15]([O:17][CH2:18][CH:19]2[C:20]3[CH:21]=[CH:22][CH:23]=[CH:24][C:25]=3[C:26]3[C:31]2=[CH:30][CH:29]=[CH:28][CH:27]=3)=[O:16])(=[O:61])=[O:60])=[CH:55][CH:54]=1, predict the reactants needed to synthesize it. The reactants are: C(OC([NH:8][C@H:9]([C:32]([OH:34])=[O:33])[CH2:10][CH2:11][CH2:12][CH2:13][NH:14][C:15]([O:17][CH2:18][CH:19]1[C:31]2[CH:30]=[CH:29][CH:28]=[CH:27][C:26]=2[C:25]2[C:20]1=[CH:21][CH:22]=[CH:23][CH:24]=2)=[O:16])=O)(C)(C)C.C(O)(C(F)(F)F)=O.C(Cl)Cl.FC(F)(F)C([O-])=O.[Br:52][C:53]1[CH:58]=[CH:57][C:56]([S:59](Cl)(=[O:61])=[O:60])=[CH:55][CH:54]=1. (4) The reactants are: [CH3:1][C:2]1([CH3:25])[C:22]2[C:9](=[CH:10][C:11]3[C:12](=O)[C:13]4[CH:14]=[CH:15][CH:16]=[CH:17][C:18]=4[C:19](=O)[C:20]=3[CH:21]=2)[C:8]2[C:3]1=[CH:4][CH:5]=[CH:6][CH:7]=2.I.II. Given the product [CH3:1][C:2]1([CH3:25])[C:22]2[C:9](=[CH:10][C:11]3[CH:12]=[C:13]4[C:18](=[CH:19][C:20]=3[CH:21]=2)[CH:17]=[CH:16][CH:15]=[CH:14]4)[C:8]2[C:3]1=[CH:4][CH:5]=[CH:6][CH:7]=2, predict the reactants needed to synthesize it. (5) Given the product [Cl:29][C:23]1[C:22]([CH3:30])=[C:21]([C:18]2[CH:19]=[CH:20][N:16]([CH2:15][C@H:14]([NH:13][C:11]([C:9]3[N:10]=[C:6]([CH:3]([OH:5])[CH3:4])[S:7][CH:8]=3)=[O:12])[CH2:31][CH3:32])[N:17]=2)[CH:26]=[CH:25][C:24]=1[C:27]#[N:28], predict the reactants needed to synthesize it. The reactants are: [BH4-].[Na+].[C:3]([C:6]1[S:7][CH:8]=[C:9]([C:11]([NH:13][C@H:14]([CH2:31][CH3:32])[CH2:15][N:16]2[CH:20]=[CH:19][C:18]([C:21]3[CH:26]=[CH:25][C:24]([C:27]#[N:28])=[C:23]([Cl:29])[C:22]=3[CH3:30])=[N:17]2)=[O:12])[N:10]=1)(=[O:5])[CH3:4].